Predict which catalyst facilitates the given reaction. From a dataset of Catalyst prediction with 721,799 reactions and 888 catalyst types from USPTO. (1) Reactant: [C:1]([CH2:8][N:9]1[CH2:20][CH2:19][NH:18][CH2:17][CH2:16][N:15]([CH2:21][C:22]([O:24][C:25]([CH3:28])([CH3:27])[CH3:26])=[O:23])[CH2:14][CH2:13][NH:12][CH2:11][CH2:10]1)([O:3][C:4]([CH3:7])([CH3:6])[CH3:5])=[O:2].C(N(CC)CC)C.[N+:36]([C:39]1[CH:46]=[CH:45][C:42]([CH2:43]Br)=[CH:41][CH:40]=1)([O-:38])=[O:37]. Product: [C:22]([CH2:21][N:15]1[CH2:14][CH2:13][NH:12][CH2:11][CH2:10][N:9]([CH2:8][C:1]([O:3][C:4]([CH3:6])([CH3:5])[CH3:7])=[O:2])[CH2:20][CH2:19][N:18]([CH2:43][C:42]2[CH:45]=[CH:46][C:39]([N+:36]([O-:38])=[O:37])=[CH:40][CH:41]=2)[CH2:17][CH2:16]1)([O:24][C:25]([CH3:28])([CH3:27])[CH3:26])=[O:23]. The catalyst class is: 22. (2) Reactant: [NH2:1][C:2]1[CH:7]=[CH:6][C:5](Br)=[CH:4][C:3]=1[CH2:9][C:10]#[N:11].[Cu][C:13]#[N:14]. Product: [NH2:1][C:2]1[CH:7]=[CH:6][C:5]([C:13]#[N:14])=[CH:4][C:3]=1[CH2:9][C:10]#[N:11]. The catalyst class is: 264.